This data is from M1 muscarinic receptor agonist screen with 61,833 compounds. The task is: Binary Classification. Given a drug SMILES string, predict its activity (active/inactive) in a high-throughput screening assay against a specified biological target. (1) The drug is O1c2cc(C3n4[nH]c(cc4=c4c(=N3)ccc(c4)C)C)ccc2OC1. The result is 0 (inactive). (2) The compound is S(=O)(=O)(N1CCCC1)c1ccc(NC(=O)C2CCN(CC2)C(=O)c2c(cccc2)C)cc1. The result is 0 (inactive). (3) The drug is O1CCN(CCCN2C(\C(C(=O)C2=O)=C(\O)c2ccc(OC(C)C)cc2)c2ccncc2)CC1. The result is 0 (inactive).